From a dataset of Reaction yield outcomes from USPTO patents with 853,638 reactions. Predict the reaction yield, written as a fraction of the theoretical maximum amount of product (1.0 means a 100% yield; for example, 0.34 means a 34% yield). (1) The reactants are [C:1]([O:5][C:6]([N:8]1[CH2:20][CH2:19][C:18]2[C:17]3[C:12](=[CH:13][CH:14]=[C:15](Br)[CH:16]=3)[N:11]([CH3:22])[C:10]=2[CH2:9]1)=[O:7])([CH3:4])([CH3:3])[CH3:2].[CH2:23]([O:30][C:31]1[CH:36]=[CH:35][NH:34][C:33](=[O:37])[CH:32]=1)[C:24]1[CH:29]=[CH:28][CH:27]=[CH:26][CH:25]=1.OC1C=CC=C2C=1N=CC=C2.C([O-])([O-])=O.[K+].[K+].[NH4+].[OH-]. The catalyst is CS(C)=O.C(Cl)Cl.[Cu]I.CO. The product is [CH2:23]([O:30][C:31]1[CH:36]=[CH:35][N:34]([C:15]2[CH:16]=[C:17]3[C:12](=[CH:13][CH:14]=2)[N:11]([CH3:22])[C:10]2[CH2:9][N:8]([C:6]([O:5][C:1]([CH3:4])([CH3:3])[CH3:2])=[O:7])[CH2:20][CH2:19][C:18]3=2)[C:33](=[O:37])[CH:32]=1)[C:24]1[CH:25]=[CH:26][CH:27]=[CH:28][CH:29]=1. The yield is 0.330. (2) The product is [O:1]=[C:2]([C:6]1[C:14]2[C:9](=[CH:10][CH:11]=[C:12]([O:15][C:16]3[CH:21]=[CH:20][CH:19]=[CH:18][CH:17]=3)[CH:13]=2)[NH:8][CH:7]=1)[C:3]([NH2:23])=[O:4]. The reactants are [O:1]=[C:2]([C:6]1[C:14]2[C:9](=[CH:10][CH:11]=[C:12]([O:15][C:16]3[CH:21]=[CH:20][CH:19]=[CH:18][CH:17]=3)[CH:13]=2)[NH:8][CH:7]=1)[C:3](Cl)=[O:4].[OH-].[NH4+:23].Cl. No catalyst specified. The yield is 0.960. (3) The reactants are N12CCN(CC1)CC2.[CH3:9][N:10]([CH3:15])[S:11](Cl)(=[O:13])=[O:12].[CH2:16]([O:18][C:19]([C:21]1[NH:22][N:23]=[C:24]([CH2:26][O:27][C:28]2[CH:33]=[CH:32][CH:31]=[CH:30][CH:29]=2)[CH:25]=1)=[O:20])[CH3:17]. The catalyst is CC#N.O. The product is [CH2:16]([O:18][C:19]([C:21]1[N:22]([S:11](=[O:13])(=[O:12])[N:10]([CH3:15])[CH3:9])[N:23]=[C:24]([CH2:26][O:27][C:28]2[CH:33]=[CH:32][CH:31]=[CH:30][CH:29]=2)[CH:25]=1)=[O:20])[CH3:17]. The yield is 0.840. (4) The reactants are [CH2:1]([O:8][C:9]1[CH:17]=[CH:16][C:12]([C:13](=[S:15])[NH2:14])=[CH:11][CH:10]=1)[CH2:2][CH2:3][CH2:4][CH2:5][CH2:6][CH3:7].Br[CH2:19][C:20]([C:22]1[CH:27]=[CH:26][C:25]([Br:28])=[CH:24][CH:23]=1)=O. The catalyst is C(O)(C)C. The product is [Br:28][C:25]1[CH:26]=[CH:27][C:22]([C:20]2[N:14]=[C:13]([C:12]3[CH:16]=[CH:17][C:9]([O:8][CH2:1][CH2:2][CH2:3][CH2:4][CH2:5][CH2:6][CH3:7])=[CH:10][CH:11]=3)[S:15][CH:19]=2)=[CH:23][CH:24]=1. The yield is 0.410. (5) The reactants are [NH2:1][C:2]1[CH:3]=[C:4]([CH:21]=[CH:22][CH:23]=1)[O:5][C:6]1[CH:7]=[CH:8][C:9]2[N:10]([CH:12]=[C:13]([NH:15][C:16]([CH:18]3[CH2:20][CH2:19]3)=[O:17])[N:14]=2)[N:11]=1.[C:24]([C:26]1([C:29]2[CH:30]=[C:31]([CH:35]=[CH:36][CH:37]=2)[C:32](O)=[O:33])[CH2:28][CH2:27]1)#[N:25].Cl.CN(C)CCCN=C=NCC.ON1C2C=CC=CC=2N=N1. The catalyst is CN(C)C=O. The product is [C:24]([C:26]1([C:29]2[CH:30]=[C:31]([CH:35]=[CH:36][CH:37]=2)[C:32]([NH:1][C:2]2[CH:23]=[CH:22][CH:21]=[C:4]([O:5][C:6]3[CH:7]=[CH:8][C:9]4[N:10]([CH:12]=[C:13]([NH:15][C:16]([CH:18]5[CH2:20][CH2:19]5)=[O:17])[N:14]=4)[N:11]=3)[CH:3]=2)=[O:33])[CH2:27][CH2:28]1)#[N:25]. The yield is 0.470.